The task is: Predict the reactants needed to synthesize the given product.. This data is from Full USPTO retrosynthesis dataset with 1.9M reactions from patents (1976-2016). (1) Given the product [C:1]([O:5][C:6]([N:8]1[C:16]2[C:11](=[CH:12][C:13]([CH:17]=[O:18])=[CH:14][CH:15]=2)[CH:10]=[CH:9]1)=[O:7])([CH3:4])([CH3:2])[CH3:3], predict the reactants needed to synthesize it. The reactants are: [C:1]([O:5][C:6]([N:8]1[C:16]2[C:11](=[CH:12][C:13]([CH2:17][OH:18])=[CH:14][CH:15]=2)[CH:10]=[CH:9]1)=[O:7])([CH3:4])([CH3:3])[CH3:2]. (2) Given the product [Br:25][C:3]1[C:2](=[O:1])[C:6]2([CH2:11][CH2:10][N:9]([C:12]([O:14][C:15]([CH3:18])([CH3:17])[CH3:16])=[O:13])[CH2:8][CH2:7]2)[O:5][C:4]=1[C:19]1[CH:24]=[CH:23][N:22]=[CH:21][CH:20]=1, predict the reactants needed to synthesize it. The reactants are: [O:1]=[C:2]1[C:6]2([CH2:11][CH2:10][N:9]([C:12]([O:14][C:15]([CH3:18])([CH3:17])[CH3:16])=[O:13])[CH2:8][CH2:7]2)[O:5][C:4]([C:19]2[CH:24]=[CH:23][N:22]=[CH:21][CH:20]=2)=[CH:3]1.[Br:25]NC(=O)CCC(N)=O.C1C(=O)N(Br)C(=O)C1.